This data is from Forward reaction prediction with 1.9M reactions from USPTO patents (1976-2016). The task is: Predict the product of the given reaction. (1) Given the reactants Cl.[NH2:2][C:3]1[C:13]([O:14]COC)=[CH:12][C:6]([C:7]([O:9][CH2:10][CH3:11])=[O:8])=[CH:5][C:4]=1[CH:18]1[CH2:20][CH2:19]1, predict the reaction product. The product is: [NH2:2][C:3]1[C:13]([OH:14])=[CH:12][C:6]([C:7]([O:9][CH2:10][CH3:11])=[O:8])=[CH:5][C:4]=1[CH:18]1[CH2:19][CH2:20]1. (2) Given the reactants [CH3:1][O:2][C:3]1[CH:12]=[CH:11][C:6]2[N:7]=[C:8]([NH2:10])[S:9][C:5]=2[CH:4]=1.[N:13]([C:16]1[CH:24]=[CH:23][C:19]([C:20](O)=[O:21])=[CH:18][CH:17]=1)=[N+:14]=[N-:15].C(P1(=O)OP(CCC)(=O)OP(CCC)(=O)O1)CC.C(N(CC)CC)C, predict the reaction product. The product is: [N:13]([C:16]1[CH:17]=[CH:18][C:19]([C:20]([NH:10][C:8]2[S:9][C:5]3[CH:4]=[C:3]([O:2][CH3:1])[CH:12]=[CH:11][C:6]=3[N:7]=2)=[O:21])=[CH:23][CH:24]=1)=[N+:14]=[N-:15]. (3) The product is: [C:1]([O:5][C:6](=[O:7])[NH:8][C@@H:9]([C:13]1[CH:18]=[CH:17][C:16]([O:19][CH2:20][CH2:21][C@H:22]([CH:24]2[CH2:29][CH2:28][N:27]([C:30]3[O:34][N:33]=[C:32]([CH:35]([CH3:37])[CH3:36])[N:31]=3)[CH2:26][CH2:25]2)[CH3:23])=[CH:15][C:14]=1[F:38])[C:10]([N:39]1[CH2:43][CH2:42][CH2:41][C@H:40]1[C:44](=[O:45])[NH2:46])=[O:11])([CH3:4])([CH3:3])[CH3:2]. Given the reactants [C:1]([O:5][C:6]([NH:8][C@@H:9]([C:13]1[CH:18]=[CH:17][C:16]([O:19][CH2:20][CH2:21][C@H:22]([CH:24]2[CH2:29][CH2:28][N:27]([C:30]3[O:34][N:33]=[C:32]([CH:35]([CH3:37])[CH3:36])[N:31]=3)[CH2:26][CH2:25]2)[CH3:23])=[CH:15][C:14]=1[F:38])[C:10](O)=[O:11])=[O:7])([CH3:4])([CH3:3])[CH3:2].[NH:39]1[CH2:43][CH2:42][CH2:41][C@H:40]1[C:44]([NH2:46])=[O:45], predict the reaction product.